The task is: Regression. Given a peptide amino acid sequence and an MHC pseudo amino acid sequence, predict their binding affinity value. This is MHC class I binding data.. This data is from Peptide-MHC class I binding affinity with 185,985 pairs from IEDB/IMGT. (1) The peptide sequence is YFENSDLNL. The MHC is HLA-B18:01 with pseudo-sequence HLA-B18:01. The binding affinity (normalized) is 0.0847. (2) The peptide sequence is PLFDFVNEKY. The MHC is HLA-A31:01 with pseudo-sequence HLA-A31:01. The binding affinity (normalized) is 0.0576. (3) The peptide sequence is MYNAVDEFL. The MHC is H-2-Kd with pseudo-sequence H-2-Kd. The binding affinity (normalized) is 0.375. (4) The peptide sequence is TILGIGTVL. The MHC is HLA-A29:02 with pseudo-sequence HLA-A29:02. The binding affinity (normalized) is 0. (5) The MHC is HLA-A31:01 with pseudo-sequence HLA-A31:01. The peptide sequence is QQVVDADSK. The binding affinity (normalized) is 0.